Dataset: Forward reaction prediction with 1.9M reactions from USPTO patents (1976-2016). Task: Predict the product of the given reaction. (1) Given the reactants C(N1[C:12]2[C:7](=[CH:8]C=CC=2)[C:6](=O)[C:5]1=O)CC.[NH:15]1[C:25]2[C:20](=[CH:21][CH:22]=[CH:23][CH:24]=2)[C:18](=[O:19])[C:16]1=[O:17].BrCCC(C)C, predict the reaction product. The product is: [CH2:5]([N:15]1[C:25]2[C:20](=[CH:21][CH:22]=[CH:23][CH:24]=2)[C:18](=[O:19])[C:16]1=[O:17])[CH2:6][CH:7]([CH3:12])[CH3:8]. (2) The product is: [O:44]=[C:38]1[CH:37]([N:31]2[CH2:30][C:29]3[C:33](=[CH:34][CH:35]=[C:27]([CH2:26][NH:25][C:3](=[O:5])[C:2]([F:1])([F:18])[C:6]4[CH:11]=[CH:10][CH:9]=[C:8]([N:12]5[CH2:17][CH2:16][O:15][CH2:14][CH2:13]5)[CH:7]=4)[CH:28]=3)[C:32]2=[O:36])[CH2:42][CH2:41][C:40](=[O:43])[NH:39]1. Given the reactants [F:1][C:2]([F:18])([C:6]1[CH:11]=[CH:10][CH:9]=[C:8]([N:12]2[CH2:17][CH2:16][O:15][CH2:14][CH2:13]2)[CH:7]=1)[C:3]([OH:5])=O.P(Cl)(Cl)(Cl)=O.Cl.[NH2:25][CH2:26][C:27]1[CH:28]=[C:29]2[C:33](=[CH:34][CH:35]=1)[C:32](=[O:36])[N:31]([CH:37]1[CH2:42][CH2:41][C:40](=[O:43])[NH:39][C:38]1=[O:44])[CH2:30]2.C(=O)(O)[O-].[Na+], predict the reaction product. (3) Given the reactants [CH3:1][O:2][C:3](=[O:51])[NH:4][C@@H:5]([C:47]([CH3:50])([CH3:49])[CH3:48])[C:6](=[O:46])[NH:7][C@@H:8]([CH2:33][C:34]1[CH:39]=[CH:38][C:37]([C:40]2[CH:45]=[CH:44][CH:43]=[CH:42][N:41]=2)=[CH:36][CH:35]=1)[C@@H:9]([OH:32])[CH2:10][C@H:11]([CH2:25][C:26]1[CH:31]=[CH:30][CH:29]=[CH:28][CH:27]=1)[NH:12][C:13](=[O:24])[C@H:14]([C:20]([CH3:23])([CH3:22])[CH3:21])[NH:15][C:16](=[O:19])[O:17][CH3:18].[CH3:52][S:53][CH3:54].C(OOC(=O)C1C=CC=CC=1)(=O)C1C=CC=CC=1, predict the reaction product. The product is: [CH2:25]([C@H:11]([NH:12][C:13]([C@@H:14]([NH:15][C:16](=[O:19])[O:17][CH3:18])[C:20]([CH3:23])([CH3:22])[CH3:21])=[O:24])[CH2:10][C@H:9]([O:32][CH2:52][S:53][CH3:54])[C@@H:8]([NH:7][C:6](=[O:46])[C@H:5]([C:47]([CH3:50])([CH3:49])[CH3:48])[NH:4][C:3]([O:2][CH3:1])=[O:51])[CH2:33][C:34]1[CH:35]=[CH:36][C:37]([C:40]2[CH:45]=[CH:44][CH:43]=[CH:42][N:41]=2)=[CH:38][CH:39]=1)[C:26]1[CH:31]=[CH:30][CH:29]=[CH:28][CH:27]=1. (4) Given the reactants [N+:1]([O-:4])([O-])=[O:2].[K+].[Cl:6][C:7]1[CH:12]=[CH:11][C:10]([CH2:13][C:14]([OH:16])=[O:15])=[CH:9][CH:8]=1, predict the reaction product. The product is: [Cl:6][C:7]1[CH:8]=[CH:9][C:10]([CH2:13][C:14]([OH:16])=[O:15])=[CH:11][C:12]=1[N+:1]([O-:4])=[O:2]. (5) Given the reactants C[O:2][C:3](=[O:23])[C:4]1[CH:16]=[C:15]([N:17]2[CH2:21][CH2:20][CH2:19][C:18]2=[O:22])[CH:14]=[C:6]([C:7]([N:9]([CH3:13])[CH2:10][CH2:11][CH3:12])=[O:8])[CH:5]=1.[Li+].[OH-], predict the reaction product. The product is: [CH3:13][N:9]([CH2:10][CH2:11][CH3:12])[C:7](=[O:8])[C:6]1[CH:5]=[C:4]([CH:16]=[C:15]([N:17]2[CH2:21][CH2:20][CH2:19][C:18]2=[O:22])[CH:14]=1)[C:3]([OH:23])=[O:2]. (6) Given the reactants [CH3:1][O:2][C:3]1[CH:24]=[CH:23][C:6]([CH2:7][C@@H:8]2[C:12]3=[N:13][C:14]4[CH:19]=[CH:18][C:17]([C:20]#[N:21])=[CH:16][C:15]=4[N:11]3[C:10](=[O:22])[NH:9]2)=[CH:5][CH:4]=1.COC1C=CC(C[C@@H]2C3=NC4C=C(C#N)C=CC=4N3C(=O)N2)=CC=1.[NH2:49][C@H:50]1[CH2:55][CH2:54][C@H:53]([OH:56])[CH2:52][CH2:51]1.C(O)(C(F)(F)F)=O, predict the reaction product. The product is: [C:20]([C:17]1[CH:18]=[CH:19][C:14]2[N:13]=[C:12]([C@H:8]([NH:9][C:10]([NH:49][C@H:50]3[CH2:55][CH2:54][C@H:53]([OH:56])[CH2:52][CH2:51]3)=[O:22])[CH2:7][C:6]3[CH:23]=[CH:24][C:3]([O:2][CH3:1])=[CH:4][CH:5]=3)[NH:11][C:15]=2[CH:16]=1)#[N:21]. (7) Given the reactants [N+:1]([C:4]1[CH:31]=[CH:30][C:7]([C:8]([O:10][C@H:11]([CH3:29])[C@@H:12]([NH:21]C(OC(C)(C)C)=O)[C:13]2[CH:18]=[CH:17][C:16]([F:19])=[C:15]([Cl:20])[CH:14]=2)=[O:9])=[CH:6][CH:5]=1)([O-:3])=[O:2].C(O)(C(F)(F)F)=O, predict the reaction product. The product is: [N+:1]([C:4]1[CH:5]=[CH:6][C:7]([C:8]([O:10][C@H:11]([CH3:29])[C@@H:12]([NH2:21])[C:13]2[CH:18]=[CH:17][C:16]([F:19])=[C:15]([Cl:20])[CH:14]=2)=[O:9])=[CH:30][CH:31]=1)([O-:3])=[O:2].